Dataset: Full USPTO retrosynthesis dataset with 1.9M reactions from patents (1976-2016). Task: Predict the reactants needed to synthesize the given product. Given the product [ClH:35].[CH2:1]([O:8][C:9]([N:11]1[CH2:16][CH2:15][N:14]([CH2:17][CH2:18][CH2:19][CH2:20][C:21]([N:31]2[CH2:32][CH2:33][C:28]3([CH2:26][CH2:27]3)[C@H:29]([OH:34])[CH2:30]2)=[O:23])[C:13](=[O:24])[C@@H:12]1[CH3:25])=[O:10])[C:2]1[CH:3]=[CH:4][CH:5]=[CH:6][CH:7]=1, predict the reactants needed to synthesize it. The reactants are: [CH2:1]([O:8][C:9]([N:11]1[CH2:16][CH2:15][N:14]([CH2:17][CH2:18][CH2:19][CH2:20][C:21]([OH:23])=O)[C:13](=[O:24])[C@@H:12]1[CH3:25])=[O:10])[C:2]1[CH:7]=[CH:6][CH:5]=[CH:4][CH:3]=1.[CH2:26]1[C:28]2([CH2:33][CH2:32][NH:31][CH2:30][C@H:29]2[OH:34])[CH2:27]1.[Cl:35]CCl.CO.